From a dataset of Full USPTO retrosynthesis dataset with 1.9M reactions from patents (1976-2016). Predict the reactants needed to synthesize the given product. (1) Given the product [Br:1][C:2]1[C:7](=[O:8])[N:6]2[CH:9]=[CH:10][CH:11]=[CH:12][C:5]2=[N:4][C:3]=1[O:15][CH3:14], predict the reactants needed to synthesize it. The reactants are: [Br:1][C:2]1[C:7](=[O:8])[N:6]2[CH:9]=[CH:10][CH:11]=[CH:12][C:5]2=[N:4][C:3]=1Cl.[CH3:14][O-:15].[Na+]. (2) Given the product [F:29][C:25]1[CH:24]=[CH:23][C:22]([N:16]2[CH2:15][CH2:14][N:13]([C:8]3[C:9]([CH3:12])=[C:10]([CH3:11])[C:4]4[O:3][C:2]([CH3:20])([CH3:1])[CH2:6][C:5]=4[C:7]=3[CH3:19])[CH2:18][CH2:17]2)=[CH:27][C:26]=1[CH3:28], predict the reactants needed to synthesize it. The reactants are: [CH3:1][C:2]1([CH3:20])[CH2:6][C:5]2[C:7]([CH3:19])=[C:8]([N:13]3[CH2:18][CH2:17][NH:16][CH2:15][CH2:14]3)[C:9]([CH3:12])=[C:10]([CH3:11])[C:4]=2[O:3]1.Br[C:22]1[CH:23]=[CH:24][C:25]([F:29])=[C:26]([CH3:28])[CH:27]=1.